This data is from Full USPTO retrosynthesis dataset with 1.9M reactions from patents (1976-2016). The task is: Predict the reactants needed to synthesize the given product. The reactants are: C(N(CC)CC)C.[NH2:8][C:9]1[CH:16]=[CH:15][C:12]([C:13]#[N:14])=[C:11]([O:17][C:18]([F:21])([F:20])[F:19])[CH:10]=1.[C:22]([O:25][CH2:26][C:27](Cl)=[O:28])(=[O:24])[CH3:23]. Given the product [C:22]([O:25][CH2:26][C:27]([NH:8][C:9]1[CH:16]=[CH:15][C:12]([C:13]#[N:14])=[C:11]([O:17][C:18]([F:19])([F:20])[F:21])[CH:10]=1)=[O:28])(=[O:24])[CH3:23], predict the reactants needed to synthesize it.